From a dataset of Forward reaction prediction with 1.9M reactions from USPTO patents (1976-2016). Predict the product of the given reaction. (1) The product is: [F:31][C:28]1[CH:29]=[CH:30][C:25]([NH:1][C:2]2[C:6]3[C:7](=[O:11])[NH:8][CH:9]=[CH:10][C:5]=3[N:4]([CH:19]([CH3:23])[CH2:20][C:21]#[N:22])[N:3]=2)=[CH:26][CH:27]=1. Given the reactants [NH2:1][C:2]1[C:6]2[C:7]([O:11]CC3C=CC=CC=3)=[N:8][CH:9]=[CH:10][C:5]=2[N:4]([CH:19]([CH3:23])[CH2:20][C:21]#[N:22])[N:3]=1.Br[C:25]1[CH:30]=[CH:29][C:28]([F:31])=[CH:27][CH:26]=1.C(P(C(C)(C)C)C1C(C)=C(C)C(C)=C(C)C=1C1C(C(C)C)=CC(C(C)C)=CC=1C(C)C)(C)(C)C.C([O-])(=O)C.[K+].FC(F)(F)C(O)=O, predict the reaction product. (2) Given the reactants C(O[C:6](=O)[NH:7][CH2:8][CH2:9][N:10]1[CH2:15][CH2:14][O:13][CH2:12][CH2:11]1)(C)(C)C.[H-].[Al+3].[Li+].[H-].[H-].[H-].O.[OH-].[Na+], predict the reaction product. The product is: [CH3:6][NH:7][CH2:8][CH2:9][N:10]1[CH2:15][CH2:14][O:13][CH2:12][CH2:11]1. (3) Given the reactants [CH3:1][N:2]([CH3:8])[C@H:3]1[CH2:7][CH2:6][NH:5][CH2:4]1.C(N(CC)CC)C.F[C:17]1[C:18]([C:35]2[CH:40]=[CH:39][CH:38]=[CH:37][CH:36]=2)=[C:19]([CH3:34])[C:20]([C:32]#[N:33])=[C:21]2[C:25]=1[O:24][C:23]([C:26]1[CH:31]=[N:30][CH:29]=[CH:28][N:27]=1)=[N:22]2, predict the reaction product. The product is: [CH3:1][N:2]([CH3:8])[C@H:3]1[CH2:7][CH2:6][N:5]([C:17]2[C:18]([C:35]3[CH:40]=[CH:39][CH:38]=[CH:37][CH:36]=3)=[C:19]([CH3:34])[C:20]([C:32]#[N:33])=[C:21]3[C:25]=2[O:24][C:23]([C:26]2[CH:31]=[N:30][CH:29]=[CH:28][N:27]=2)=[N:22]3)[CH2:4]1. (4) Given the reactants C([O:8][C:9]1[N:14]=[C:13]([CH:15]([C:17]2[CH:22]=[CH:21][CH:20]=[CH:19][CH:18]=2)O)[CH:12]=[CH:11][CH:10]=1)C1C=CC=CC=1.[H][H], predict the reaction product. The product is: [CH2:15]([C:13]1[N:14]=[C:9]([OH:8])[CH:10]=[CH:11][CH:12]=1)[C:17]1[CH:22]=[CH:21][CH:20]=[CH:19][CH:18]=1. (5) Given the reactants [F:1][C:2]1[CH:18]=[CH:17][C:16]([F:19])=[CH:15][C:3]=1[CH2:4][C:5]1[CH:6]=[C:7]([CH:12]=[CH:13][N:14]=1)[C:8]([O:10][CH3:11])=[O:9], predict the reaction product. The product is: [F:1][C:2]1[CH:18]=[CH:17][C:16]([F:19])=[CH:15][C:3]=1[CH2:4][CH:5]1[CH2:6][CH:7]([C:8]([O:10][CH3:11])=[O:9])[CH2:12][CH2:13][NH:14]1. (6) Given the reactants [F:1][C:2]1([F:12])[C:5]([F:7])([F:6])[CH2:4][C:3]1([CH3:11])[C:8](Cl)=[O:9].[NH:13]1[C:21]2[C:16](=[CH:17][CH:18]=[CH:19][CH:20]=2)[CH:15]=[CH:14]1.C([Mg]Br)C, predict the reaction product. The product is: [NH:13]1[C:21]2[C:16](=[CH:17][CH:18]=[CH:19][CH:20]=2)[C:15]([C:8]([C:3]2([CH3:11])[CH2:4][C:5]([F:7])([F:6])[C:2]2([F:12])[F:1])=[O:9])=[CH:14]1.